From a dataset of Catalyst prediction with 721,799 reactions and 888 catalyst types from USPTO. Predict which catalyst facilitates the given reaction. (1) Reactant: S(Cl)([Cl:3])=O.[O:5]1[CH2:10][CH2:9][N:8]([CH2:11]/[CH:12]=[CH:13]/[CH2:14]O)[CH2:7][CH2:6]1. Product: [ClH:3].[O:5]1[CH2:10][CH2:9][N:8]([CH2:11]/[CH:12]=[CH:13]/[CH2:14][Cl:3])[CH2:7][CH2:6]1. The catalyst class is: 4. (2) Reactant: [C:1]1([C:7]2[C:12]([C:13]([O:15]CC)=[O:14])=[CH:11][N:10]=[C:9]([NH:18][CH2:19][C:20]3[S:21][CH:22]=[CH:23][CH:24]=3)[N:8]=2)[CH:6]=[CH:5][CH:4]=[CH:3][CH:2]=1.[OH-].[K+]. Product: [C:1]1([C:7]2[C:12]([C:13]([OH:15])=[O:14])=[CH:11][N:10]=[C:9]([NH:18][CH2:19][C:20]3[S:21][CH:22]=[CH:23][CH:24]=3)[N:8]=2)[CH:2]=[CH:3][CH:4]=[CH:5][CH:6]=1. The catalyst class is: 40. (3) Reactant: [F:1][C:2]([F:9])([F:8])[C@@H:3]1[CH2:7][CH2:6][CH2:5][NH:4]1.[Li+].C[Si]([N-][Si](C)(C)C)(C)C.[Cl:20][C:21]1[CH:26]=[C:25](Cl)[N:24]=[C:23]([S:28][CH3:29])[N:22]=1.Cl. The catalyst class is: 20. Product: [Cl:20][C:21]1[CH:26]=[C:25]([N:4]2[CH2:5][CH2:6][CH2:7][C@H:3]2[C:2]([F:9])([F:8])[F:1])[N:24]=[C:23]([S:28][CH3:29])[N:22]=1. (4) Reactant: [CH:1]1[C:6]([C:7]#[N:8])=[CH:5][C:4]2[C:9]([CH2:12][CH2:13][CH2:14][CH2:15]N3CCN(C4C=CC5OC(C(N)=O)=CC=5C=4)CC3)=[CH:10][NH:11][C:3]=2[CH:2]=1.ClCCCC(C1C2C(=CC=C(C#N)C=2)NC=1)=[O:39].[BH4-].[Na+].Cl. Product: [OH:39][CH2:15][CH2:14][CH2:13][CH2:12][C:9]1[C:4]2[C:3](=[CH:2][CH:1]=[C:6]([C:7]#[N:8])[CH:5]=2)[NH:11][CH:10]=1. The catalyst class is: 32.